From a dataset of Retrosynthesis with 50K atom-mapped reactions and 10 reaction types from USPTO. Predict the reactants needed to synthesize the given product. (1) Given the product CCCc1cnc(N2CCC(Oc3nc4ncc(C5=CCN(C(=O)OC(C)(C)C)CC5)cc4s3)CC2)nc1, predict the reactants needed to synthesize it. The reactants are: CC(C)(C)OC(=O)N1CC=C(B2OC(C)(C)C(C)(C)O2)CC1.CCCc1cnc(N2CCC(Oc3nc4ccc(C5=CCN(C(=O)OC(C)(C)C)CC5)cc4s3)CC2)nc1. (2) Given the product CC(C)(C)OC(=O)N1CCN(c2ccccc2OC2CCCN(C(=O)c3ccccc3)C2)CC1, predict the reactants needed to synthesize it. The reactants are: CC(C)(C)OC(=O)N1CCN(c2ccccc2OC2CCCNC2)CC1.O=C(Cl)c1ccccc1. (3) Given the product Cn1ccnc1[C@H](O)CCCNC(=O)OC(C)(C)C, predict the reactants needed to synthesize it. The reactants are: Cn1ccnc1C(=O)CCCNC(=O)OC(C)(C)C. (4) Given the product CCOC(=O)C=C(C)[C@@H]1[C@H](NC(=O)OC(C)(C)C)C(=O)N1Cc1ccc(OC)cc1OC, predict the reactants needed to synthesize it. The reactants are: CC(C)(C)OC(=O)OC(=O)OC(C)(C)C.CCOC(=O)C=C(C)[C@@H]1[C@H](N)C(=O)N1Cc1ccc(OC)cc1OC. (5) Given the product C[C@H](NC(=O)OC(C)(C)C)c1cccc(N2CCN(C(=O)C(F)(F)F)CC2)c1, predict the reactants needed to synthesize it. The reactants are: C[C@H](NC(=O)OC(C)(C)C)c1cccc(OS(=O)(=O)C(F)(F)F)c1.O=C(N1CCNCC1)C(F)(F)F. (6) Given the product CCCc1c(CSc2nccc(OCC(=O)O)n2)ccc(C(C)=O)c1O, predict the reactants needed to synthesize it. The reactants are: CCCc1c(CSc2nccc(OCC(=O)OCC)n2)ccc(C(C)=O)c1O.